From a dataset of Full USPTO retrosynthesis dataset with 1.9M reactions from patents (1976-2016). Predict the reactants needed to synthesize the given product. Given the product [OH:1][C:2]1[CH:7]=[CH:6][N:5]=[C:4]([CH:8]2[CH2:13][CH2:12][CH:11]([N:15]3[CH2:18][CH:17]([NH:19][C:20]([CH2:22][NH:23][C:24](=[O:35])[C:25]4[CH:30]=[CH:29][CH:28]=[C:27]([C:31]([F:34])([F:32])[F:33])[CH:26]=4)=[O:21])[CH2:16]3)[CH2:10][CH2:9]2)[CH:3]=1, predict the reactants needed to synthesize it. The reactants are: [OH:1][C:2]1[CH:7]=[CH:6][N:5]=[C:4]([CH:8]2[CH2:13][CH2:12][C:11](=O)[CH2:10][CH2:9]2)[CH:3]=1.[NH:15]1[CH2:18][CH:17]([NH:19][C:20]([CH2:22][NH:23][C:24](=[O:35])[C:25]2[CH:30]=[CH:29][CH:28]=[C:27]([C:31]([F:34])([F:33])[F:32])[CH:26]=2)=[O:21])[CH2:16]1.